From a dataset of Forward reaction prediction with 1.9M reactions from USPTO patents (1976-2016). Predict the product of the given reaction. Given the reactants [NH2:1][C:2]1[C:3]([NH:20][C@H:21]2[CH2:26][CH2:25][C@H:24]([OH:27])[CH2:23][CH2:22]2)=[C:4]2[CH:10]=[CH:9][N:8]([S:11]([C:14]3[CH:19]=[CH:18][CH:17]=[CH:16][CH:15]=3)(=[O:13])=[O:12])[C:5]2=[N:6][CH:7]=1.N1C(C)=CC=CC=1C.O([Si:44]([C:47]([CH3:50])([CH3:49])[CH3:48])([CH3:46])[CH3:45])S(C(F)(F)F)(=O)=O, predict the reaction product. The product is: [C:14]1([S:11]([N:8]2[C:5]3=[N:6][CH:7]=[C:2]([NH2:1])[C:3]([NH:20][C@H:21]4[CH2:22][CH2:23][C@H:24]([O:27][Si:44]([C:47]([CH3:50])([CH3:49])[CH3:48])([CH3:46])[CH3:45])[CH2:25][CH2:26]4)=[C:4]3[CH:10]=[CH:9]2)(=[O:13])=[O:12])[CH:15]=[CH:16][CH:17]=[CH:18][CH:19]=1.